From a dataset of Full USPTO retrosynthesis dataset with 1.9M reactions from patents (1976-2016). Predict the reactants needed to synthesize the given product. (1) The reactants are: C([C:5]([N:7]([CH2:12][C:13]1[CH:18]=[CH:17][C:16](B(O)O)=[CH:15][CH:14]=1)[CH2:8][CH2:9][CH2:10][F:11])=[O:6])(C)(C)C.CC[OH:24].[F:25][C:26]1[CH:27]=[C:28]([N:33]2[CH2:37][C@H:36]([CH2:38][NH:39][C:40](=[O:42])[CH3:41])[O:35][C:34]2=[O:43])[CH:29]=[CH:30][C:31]=1I.C([O-])([O-])=O.[K+].[K+].[C:50]1([CH3:56])[CH:55]=CC=C[CH:51]=1. Given the product [C:50]([O:24][C:5](=[O:6])[N:7]([CH2:12][C:13]1[CH:14]=[CH:15][C:16]([C:31]2[CH:30]=[CH:29][C:28]([N:33]3[CH2:37][C@H:36]([CH2:38][NH:39][C:40](=[O:42])[CH3:41])[O:35][C:34]3=[O:43])=[CH:27][C:26]=2[F:25])=[CH:17][CH:18]=1)[CH2:8][CH2:9][CH2:10][F:11])([CH3:56])([CH3:55])[CH3:51], predict the reactants needed to synthesize it. (2) The reactants are: [OH-].[K+].[NH2:3][C:4]1[CH:12]=[CH:11][C:7]([C:8]([OH:10])=[O:9])=[CH:6][CH:5]=1.[CH2:13]([C:17]1[CH:22]=[CH:21][C:20](Cl)=[CH:19][CH:18]=1)[CH2:14][CH2:15][CH3:16]. Given the product [CH2:13]([C:17]1[CH:22]=[CH:21][C:20]([NH:3][C:4]2[CH:12]=[CH:11][C:7]([C:8]([OH:10])=[O:9])=[CH:6][CH:5]=2)=[CH:19][CH:18]=1)[CH2:14][CH2:15][CH3:16], predict the reactants needed to synthesize it. (3) Given the product [Cl:1][C:2]1[CH:3]=[C:4]([C:9]2([C:23]([F:25])([F:24])[F:26])[O:13][N:12]=[C:11]([C:14]3[CH:15]=[C:16]([NH2:20])[CH:17]=[CH:18][CH:19]=3)[CH2:10]2)[CH:5]=[C:6]([Cl:8])[CH:7]=1, predict the reactants needed to synthesize it. The reactants are: [Cl:1][C:2]1[CH:3]=[C:4]([C:9]2([C:23]([F:26])([F:25])[F:24])[O:13][N:12]=[C:11]([C:14]3[CH:19]=[CH:18][CH:17]=[C:16]([N+:20]([O-])=O)[CH:15]=3)[CH2:10]2)[CH:5]=[C:6]([Cl:8])[CH:7]=1.C(O)(=O)C. (4) Given the product [Cl:36][C:37]1[CH:38]=[C:39]2[C:43](=[CH:44][CH:45]=1)[N:42]([CH2:46][C:47]([O:49][C:50]([CH3:53])([CH3:52])[CH3:51])=[O:48])[C:41]([CH3:54])=[C:40]2[C:55]1[C:64]2[C:59](=[CH:60][CH:61]=[CH:62][CH:63]=2)[C:58](=[O:65])[N:57]([CH2:69][C:68]2[CH:71]=[C:72]([F:75])[CH:73]=[CH:74][C:67]=2[F:66])[N:56]=1, predict the reactants needed to synthesize it. The reactants are: ClC1C=C2C(=CC=1)N(CC(O)=O)C(C)=C2C1C2C(=CC=CC=2)C(=O)N(CC2C=CC(Cl)=C(F)C=2)N=1.[Cl:36][C:37]1[CH:38]=[C:39]2[C:43](=[CH:44][CH:45]=1)[N:42]([CH2:46][C:47]([O:49][C:50]([CH3:53])([CH3:52])[CH3:51])=[O:48])[C:41]([CH3:54])=[C:40]2[C:55]1[C:64]2[C:59](=[CH:60][CH:61]=[CH:62][CH:63]=2)[C:58](=[O:65])[NH:57][N:56]=1.[F:66][C:67]1[CH:74]=[CH:73][C:72]([F:75])=[CH:71][C:68]=1[CH2:69]Br.C(=O)([O-])[O-].[K+].[K+].